From a dataset of Drug-target binding data from BindingDB using IC50 measurements. Regression. Given a target protein amino acid sequence and a drug SMILES string, predict the binding affinity score between them. We predict pIC50 (pIC50 = -log10(IC50 in M); higher means more potent). Dataset: bindingdb_ic50. (1) The compound is O=C(Cc1cc(I)c(Oc2ccc(O)c(I)c2)c(I)c1)N1CCCCC1. The target protein (P12004) has sequence MFEARLVQGSILKKVLEALKDLINEACWDISSSGVNLQSMDSSHVSLVQLTLRSEGFDTYRCDRNLAMGVNLTSMSKILKCAGNEDIITLRAEDNADTLALVFEAPNQEKVSDYEMKLMDLDVEQLGIPEQEYSCVVKMPSGEFARICRDLSHIGDAVVISCAKDGVKFSASGELGNGNIKLSQTSNVDKEEEAVTIEMNEPVQLTFALRYLNFFTKATPLSSTVTLSMSADVPLVVEYKIADMGHLKYYLAPKIEDEEGS. The pIC50 is 4.3. (2) The small molecule is C[C@]1(/C=C/C[n+]2ccccc2)[C@H](C(=O)O)N2C(=O)C[C@H]2S1(=O)=O. The target protein (P00808) has sequence MKLWFSTLKLKKAAAVLLFSCVALAGCANNQTNASQPAEKNEKTEMKDDFAKLEEQFDAKLGIFALDTGTNRTVAYRPDERFAFASTIKALTVGVLLQQKSIEDLNQRITYTRDDLVNYNPITEKHVDTGMTLKELADASLRYSDNAAQNLILKQIGGPESLKKELRKIGDEVTNPERFEPELNEVNPGETQDTSTARALVTSLRAFALEDKLPSEKRELLIDWMKRNTTGDALIRAGVPDGWEVADKTGAASYGTRNDIAIIWPPKGDPVVLAVLSSRDKKDAKYDDKLIAEATKVVMKALNMNGK. The pIC50 is 5.7. (3) The compound is Cc1nc(-c2ccc3[nH]ccc3c2)sc1C(=O)N(CC(=O)O)Cc1nc2ccccc2s1. The target protein (P0A9J6) has sequence MQNAGSLVVLGSINADHILNLQSFPTPGETVTGNHYQVAFGGKGANQAVAAGRSGANIAFIACTGDDSIGESVRQQLATDNIDITPVSVIKGESTGVALIFVNGEGENVIGIHAGANAALSPALVEAQRERIANASALLMQLESPLESVMAAAKIAHQNKTIVALNPAPARELPDELLALVDIITPNETEAEKLTGIRVENDEDAAKAAQVLHEKGIRTVLITLGSRGVWASVNGEGQRVPGFRVQAVDTIAAGDTFNGALITALLEEKPLPEAIRFAHAAAAIAVTRKGAQPSVPWREEIDAFLDRQR. The pIC50 is 4.0. (4) The small molecule is c1ccc(CCC2(Cn3cncn3)OCCO2)cc1. The target protein sequence is MSSEVETSEGVDESENNSTAPEKENHTKMADLSELLKEGTKEAHDRAENTQFVKDFLKGNIKKELFKLATTALYFTYSALEEEMDRNKDHPAFAPLYFPTELHRKEALIKDMEYFFGENWEEQVKCSEAAQKYVDRIHYVGQNEPELLVAHAYTRYMGDLSGGQVLKKVAQRALKLPSTGEGTQFYLFEHVDNAQQFKQFYRARMNALDLSMKTKERIVEEANKAFEYNMQIFSELDQAGSMLTKETLEDGLPVHDGKGDVRKCPFYAAQPDKGTLGGSNCPFRTAMAVLRKPSLQLILAASVALVAGLLAWYYM. The pIC50 is 4.0. (5) The small molecule is Cc1ccc(NC(=O)c2cccc(C(F)(F)F)c2)cc1-c1cc(N2CCOCC2)c2oc(=O)[nH]c2c1. The target protein sequence is MEHIQGAWKTISNGFGFKDAVFDGSSCISPTIVQQFGYQRRASDDGKLTDPSKTSNTIRVFLPNKQRTVVNVRNGMSLHDCLMKALKVRGLQPECCAVFRLLHEHKGKKARLDWNTDAASLIGEELQVDFLDHVPLTTHNFARKTFLKLAFCDICQKFLLNGFRCQTCGYKFHEHCSTKVPTMCVDWSNIRQLLLFPNSTIGDSGVPALPSLTMRRMRESVSRMPVSSQHRYSTPHAFTFNTSSPSSEGSLSQRQRSTSTPNVHMVSTTLPVDSRMIEDAIRSHSESASPSALSSSPNNLSPTGWSQPKTPVPAQRERAPVSGTQEKNKIRPRGQRDSSEEWEIEASEVMLSTRIGSGSFGTVYKGKWHGDVAVKILKVVDPTPEQFQAFRNEVAVLRKTRHVNILLFMGYMTKDNLAIVTQWCEGSSLYKHLHVQETKFQMFQLIDIARQTAQGMDYLHAKNIIHRDMKSNNIFLHEGLTVKIGDFGLATVKSRWSGSQ.... The pIC50 is 9.5. (6) The pIC50 is 7.4. The target protein (O35493) has sequence MRHSKRTHCPDWDSRESWGHESYSGSHKRKRRSHSSTQENRHCKPHHQFKDSDCHYLEARCLNERDYRDRRYIDEYRNDYCEGYVPRHYHRDVESTYRIHCSKSSVRSRRSSPKRKRNRPCASHQSHSKSHRRKRSRSIEDDEEGHLICQSGDVLRARYEIVDTLGEGAFGKVVECIDHGMDGLHVAVKIVKNVGRYREAARSEIQVLEHLNSTDPNSVFRCVQMLEWFDHHGHVCIVFELLGLSTYDFIKENSFLPFQIDHIRQMAYQICQSINFLHHNKLTHTDLKPENILFVKSDYVVKYNSKMKRDERTLKNTDIKVVDFGSATYDDEHHSTLVSTRHYRAPEVILALGWSQPCDVWSIGCILIEYYLGFTVFQTHDSKEHLAMMERILGPIPAHMIQKTRKRKYFHHNQLDWDEHSSAGRYVRRRCKPLKEFMLCHDEEHEKLFDLVRRMLEYDPARRITLDEALQHPFFDLLKRK. The compound is CC[C@@H](CO)Nc1ccc2ncc(-c3cccc(C=O)c3)n2n1. (7) The drug is CC(C)C[C@H](NC(=O)[C@@H](N)Cc1ccccc1)C(=O)O. The target protein (P09470) has sequence MGAASGQRGRWPLSPPLLMLSLLVLLLQPSPAPALDPGLQPGNFSPDEAGAQLFAESYNSSAEVVMFQSTVASWAHDTNITEENARRQEEAALVSQEFAEVWGKKAKELYESIWQNFTDSKLRRIIGSIRTLGPANLPLAQRQQYNSLLSNMSRIYSTGKVCFPNKTATCWSLDPELTNILASSRSYAKLLFAWEGWHDAVGIPLKPLYQDFTAISNEAYRQDDFSDTGAFWRSWYESPSFEESLEHIYHQLEPLYLNLHAYVRRALHRRYGDKYVNLRGPIPAHLLGDMWAQSWENIYDMVVPFPDKPNLDVTSTMVQKGWNATHMFRVSEEFFTSLGLSPMPPEFWAESMLEKPTDGREVVCHASAWDFYNRKDFRIKQCTRVTMEQLATVHHEMGHVQYYLQYKDLHVSLRRGANPGFHEAIGDVLALSVSTPAHLHKIGLLDHVTNDIESDINYLLKMALEKIAFLPFGYLVDQWRWGVFSGRTPPSRYNFDWWYL.... The pIC50 is 3.1. (8) The small molecule is CC(C)(C)c1cc(C(=O)/C(C#N)=N/Nc2cccc(F)c2)no1. The target protein (Q9EQZ6) has sequence MVAAHAAHSQSSAEWIACLDKRPLERSSEDVDIIFTRLKGVKAFEKFHPNLLRQICLCGYYENLEKGITLFRQGDIGTNWYAVLAGSLDVKVSETSSHQDAVTICTLGIGTAFGESILDNTPRHATIVTRESSELLRIEQEDFKALWEKYRQYMAGLLAPPYGVMETGSNNDRIPDKENTPLIEPHVPLRPAHTITKVPSEKILRAGKILRIAILSRAPHMIRDRKYHLKTYRQCCVGTELVDWMIQQTSCVHSRTQAVGMWQVLLEDGVLNHVDQERHFQDKYLFYRFLDDEREDAPLPTEEEKKECDEELQDTMLLLSQMGPDAHMRMILRKPPGQRTVDDLEIIYDELLHIKALSHLSTTVKRELAGVLIFESHAKGGTVLFNQGEEGTSWYIILKGSVNVVIYGKGVVCTLHEGDDFGKLALVNDAPRAASIVLREDNCHFLRVDKEDFNRILRDVEANTVRLKEHDQDVLVLEKVPAGNRAANQGNSQPQQKYTV.... The pIC50 is 4.7.